From a dataset of Forward reaction prediction with 1.9M reactions from USPTO patents (1976-2016). Predict the product of the given reaction. (1) Given the reactants C(OC([NH:8][C:9]1[S:10][CH:11]=[C:12]([C:14](=[N:53][O:54]C(C2C=CC=CC=2)(C2C=CC=CC=2)C2C=CC=CC=2)[C:15]([NH:17][CH:18]2[C:25](=[O:26])[N:24]3[CH:19]2[S:20][CH2:21][C:22](/[CH:43]=[CH:44]/OS(C(F)(F)F)(=O)=O)=[C:23]3[C:27]([O:29]C(C2C=CC=CC=2)C2C=CC=CC=2)=[O:28])=[O:16])[N:13]=1)=O)(C)(C)C.S(O)(O)(=O)=O.[NH2:79][C:80]1[N:85]=[C:84]([SH:86])[CH:83]=[C:82]([NH2:87])[N:81]=1, predict the reaction product. The product is: [NH2:8][C:9]1[S:10][CH:11]=[C:12]([C:14](=[N:53][OH:54])[C:15]([NH:17][C@@H:18]2[C:25](=[O:26])[N:24]3[C@@H:19]2[S:20][CH2:21][C:22](/[CH:43]=[CH:44]/[S:86][C:84]2[CH:83]=[C:82]([NH2:87])[N:81]=[C:80]([NH2:79])[N:85]=2)=[C:23]3[C:27]([OH:29])=[O:28])=[O:16])[N:13]=1. (2) Given the reactants C(O)(=[O:3])C.O.[C:6]([C:9]1[CH:14]=[CH:13][CH:12]=[CH:11][CH:10]=1)(=[O:8])[CH3:7], predict the reaction product. The product is: [O:8]=[C:6]([C:9]1[CH:14]=[CH:13][CH:12]=[CH:11][CH:10]=1)[CH:7]=[O:3]. (3) The product is: [C:1](=[O:16])([O:6][C:7]1[CH:12]=[CH:11][C:10]([N+:13]([O-:15])=[O:14])=[CH:9][CH:8]=1)[O:2][CH:3]([O:20][C:17](=[O:19])[CH3:18])[CH3:4]. Given the reactants [C:1](=[O:16])([O:6][C:7]1[CH:12]=[CH:11][C:10]([N+:13]([O-:15])=[O:14])=[CH:9][CH:8]=1)[O:2][CH:3](Cl)[CH3:4].[C:17]([OH:20])(=[O:19])[CH3:18], predict the reaction product. (4) Given the reactants Cl.[C:2]([OH:5])(=[O:4])[CH3:3].C[CH:7](C)[CH2:8][N:9]([CH2:23][C:24]1[CH:29]=[CH:28][CH:27]=[CH:26][C:25]=1[C:30]([F:33])([F:32])[F:31])[CH:10]1[CH2:15][CH2:14][N:13](C([O:18][C:19]([CH3:22])(C)C)=O)[CH2:12][CH2:11]1.[O:35]1CCOC[CH2:36]1, predict the reaction product. The product is: [C:19]([OH:18])(=[O:35])/[CH:22]=[CH:3]/[C:2]([OH:5])=[O:4].[CH3:36][CH:8]([N:9]([CH2:23][C:24]1[CH:29]=[CH:28][CH:27]=[CH:26][C:25]=1[C:30]([F:32])([F:31])[F:33])[CH:10]1[CH2:11][CH2:12][NH:13][CH2:14][CH2:15]1)[CH3:7]. (5) Given the reactants [F:1][C:2]1[CH:10]=[CH:9][C:5]([C:6](Cl)=O)=[CH:4][CH:3]=1.[Cl:11][C:12]1[CH:13]=[C:14]([CH:17]=[CH:18][C:19]=1[O:20][CH3:21])[CH2:15][NH2:16].N#N, predict the reaction product. The product is: [F:1][C:2]1[CH:10]=[CH:9][C:5]([CH2:6][NH:16][CH2:15][C:14]2[CH:17]=[CH:18][C:19]([O:20][CH3:21])=[C:12]([Cl:11])[CH:13]=2)=[CH:4][CH:3]=1.